This data is from NCI-60 drug combinations with 297,098 pairs across 59 cell lines. The task is: Regression. Given two drug SMILES strings and cell line genomic features, predict the synergy score measuring deviation from expected non-interaction effect. Drug 1: C1=CN(C(=O)N=C1N)C2C(C(C(O2)CO)O)O.Cl. Drug 2: CS(=O)(=O)CCNCC1=CC=C(O1)C2=CC3=C(C=C2)N=CN=C3NC4=CC(=C(C=C4)OCC5=CC(=CC=C5)F)Cl. Cell line: HS 578T. Synergy scores: CSS=17.3, Synergy_ZIP=-2.43, Synergy_Bliss=0.863, Synergy_Loewe=-1.95, Synergy_HSA=0.906.